Predict the reaction yield, written as a fraction of the theoretical maximum amount of product (1.0 means a 100% yield; for example, 0.34 means a 34% yield). From a dataset of Reaction yield outcomes from USPTO patents with 853,638 reactions. (1) The reactants are [N:1]1([CH:7]2[CH2:12][CH2:11][CH:10]([NH:13]C(=O)OC(C)(C)C)[CH2:9][CH2:8]2)[CH2:6][CH2:5][O:4][CH2:3][CH2:2]1.[ClH:21].CCOCC. The catalyst is CO. The product is [ClH:21].[ClH:21].[N:1]1([CH:7]2[CH2:8][CH2:9][CH:10]([NH2:13])[CH2:11][CH2:12]2)[CH2:2][CH2:3][O:4][CH2:5][CH2:6]1. The yield is 0.550. (2) The reactants are [CH3:1][O:2][C:3]1[CH:8]=[C:7](C)[CH:6]=[C:5]([O:10][CH3:11])[CH:4]=1.S(Cl)([Cl:15])(=O)=O.C(=O)([O-])[O-].[Na+].[Na+].Cl[CH2:24][Cl:25]. No catalyst specified. The product is [Cl:15][C:6]1[C:7]([CH3:8])=[C:24]([Cl:25])[C:3]([O:2][CH3:1])=[CH:4][C:5]=1[O:10][CH3:11]. The yield is 0.740. (3) The reactants are C(O)(C(F)(F)F)=O.[F:8][C:9]1[CH:10]=[C:11]([NH:20][C:21]([C@H:23]2[C:32]3[C:27](=[CH:28][C:29]([O:33][CH3:34])=[CH:30][CH:31]=3)[CH2:26][CH2:25][N:24]2[C:35]([C@H:37]2[CH2:40][C@H:39]([CH2:41][C:42]([O:44]C(C)(C)C)=[O:43])[CH2:38]2)=[O:36])=[O:22])[CH:12]=[C:13]([F:19])[C:14]=1[Si:15]([CH3:18])([CH3:17])[CH3:16].C(=O)([O-])O.[Na+]. The product is [F:8][C:9]1[CH:10]=[C:11]([NH:20][C:21]([C@H:23]2[C:32]3[C:27](=[CH:28][C:29]([O:33][CH3:34])=[CH:30][CH:31]=3)[CH2:26][CH2:25][N:24]2[C:35]([C@H:37]2[CH2:40][C@H:39]([CH2:41][C:42]([OH:44])=[O:43])[CH2:38]2)=[O:36])=[O:22])[CH:12]=[C:13]([F:19])[C:14]=1[Si:15]([CH3:17])([CH3:18])[CH3:16]. The yield is 0.717. No catalyst specified. (4) The reactants are [F:1][C:2]1[CH:30]=[CH:29][CH:28]=[C:27]([F:31])[C:3]=1[CH2:4][N:5]1[C:9]2[CH:10]=[CH:11][CH:12]=[C:13]([N:14](C)[C:15](=O)C)[C:8]=2[N:7]=[C:6]1[C:19]1[C:24]([F:25])=[CH:23][CH:22]=[CH:21][C:20]=1[F:26].Cl. The catalyst is O. The product is [F:1][C:2]1[CH:30]=[CH:29][CH:28]=[C:27]([F:31])[C:3]=1[CH2:4][N:5]1[C:9]2[CH:10]=[CH:11][CH:12]=[C:13]([NH:14][CH3:15])[C:8]=2[N:7]=[C:6]1[C:19]1[C:20]([F:26])=[CH:21][CH:22]=[CH:23][C:24]=1[F:25]. The yield is 0.780. (5) The reactants are [NH2:1][C:2](=[O:44])[CH2:3][C:4]1[CH:43]=[CH:42][CH:41]=[CH:40][C:5]=1[CH2:6][CH2:7][C:8]1[C:13]([C:14]([F:17])([F:16])[F:15])=[CH:12][N:11]=[C:10]([NH:18][C:19]2[CH:24]=[CH:23][C:22]([CH:25]3[CH2:30][CH2:29][N:28](C(OC(C)(C)C)=O)[CH2:27][CH2:26]3)=[CH:21][C:20]=2[O:38][CH3:39])[N:9]=1.C(O)(C(F)(F)F)=O. The catalyst is ClCCl. The product is [CH3:39][O:38][C:20]1[CH:21]=[C:22]([CH:25]2[CH2:30][CH2:29][NH:28][CH2:27][CH2:26]2)[CH:23]=[CH:24][C:19]=1[NH:18][C:10]1[N:9]=[C:8]([CH2:7][CH2:6][C:5]2[CH:40]=[CH:41][CH:42]=[CH:43][C:4]=2[CH2:3][C:2]([NH2:1])=[O:44])[C:13]([C:14]([F:15])([F:16])[F:17])=[CH:12][N:11]=1. The yield is 1.00. (6) The reactants are [I:1][C:2]1[CH:7]=[CH:6][C:5]([S:8](Cl)(=[O:10])=[O:9])=[CH:4][CH:3]=1.[NH2:12][CH2:13][CH2:14][CH2:15][N:16]1[CH2:21][CH2:20][O:19][CH2:18][CH2:17]1.C(N(CC)CC)C.O. The catalyst is C(Cl)Cl. The product is [O:19]1[CH2:20][CH2:21][N:16]([CH2:15][CH2:14][CH2:13][NH:12][S:8]([C:5]2[CH:6]=[CH:7][C:2]([I:1])=[CH:3][CH:4]=2)(=[O:10])=[O:9])[CH2:17][CH2:18]1. The yield is 1.00. (7) The reactants are [Cl:1][C:2]1[CH:3]=[CH:4][C:5]2[N:6]([CH:8]=[CH:9][N:10]=2)[N:7]=1.[N+:11]([O-])([OH:13])=[O:12].[OH-].[Na+]. The catalyst is S(=O)(=O)(O)O. The product is [Cl:1][C:2]1[CH:3]=[CH:4][C:5]2[N:6]([C:8]([N+:11]([O-:13])=[O:12])=[CH:9][N:10]=2)[N:7]=1. The yield is 0.910.